From a dataset of Full USPTO retrosynthesis dataset with 1.9M reactions from patents (1976-2016). Predict the reactants needed to synthesize the given product. (1) Given the product [C:28]([C:27]1[CH:19]=[CH:17][C:16]([C@H:12]2[CH2:11][C@@H:22]2[C:20]([OH:26])=[O:21])=[CH:15][CH:14]=1)(=[O:1])[NH2:29], predict the reactants needed to synthesize it. The reactants are: [OH-:1].[Na+].OO.OS([O-])(=O)=O.[Na+].[CH3:11][CH2:12]O.[CH3:14][CH2:15][CH2:16][CH:17]([CH3:19])C.[C:20]([OH:26])([C:22](F)(F)F)=[O:21].[CH3:27][C:28]#[N:29]. (2) The reactants are: [Br:1][C:2]1[CH:7]=[CH:6][C:5]([S:8]([C:11]2[N:12]=[N:13][C:14]([O:17]C)=[CH:15][CH:16]=2)(=[O:10])=[O:9])=[C:4]([F:19])[CH:3]=1.Cl. Given the product [Br:1][C:2]1[CH:7]=[CH:6][C:5]([S:8]([C:11]2[CH:16]=[CH:15][C:14](=[O:17])[NH:13][N:12]=2)(=[O:10])=[O:9])=[C:4]([F:19])[CH:3]=1, predict the reactants needed to synthesize it. (3) Given the product [CH2:35]([O:34][C:32](=[O:33])[CH2:30][C:25]1[CH:24]=[CH:23][C:22]2[C:27](=[CH:28][CH:29]=[C:20]([Br:19])[CH:21]=2)[N:26]=1)[CH3:36], predict the reactants needed to synthesize it. The reactants are: C(NC(C)C)(C)C.C([Li])CCC.CCCCCC.[Br:19][C:20]1[CH:21]=[C:22]2[C:27](=[CH:28][CH:29]=1)[N:26]=[C:25]([CH3:30])[CH:24]=[CH:23]2.Cl[C:32]([O:34][CH2:35][CH3:36])=[O:33].